Task: Predict the product of the given reaction.. Dataset: Forward reaction prediction with 1.9M reactions from USPTO patents (1976-2016) (1) The product is: [CH2:1]([N:8]1[CH2:13][CH2:12][CH:11]([CH3:14])[CH:10]([NH2:15])[CH2:9]1)[C:2]1[CH:3]=[CH:4][CH:5]=[CH:6][CH:7]=1. Given the reactants [CH2:1]([N:8]1[CH2:13][CH2:12][CH:11]([CH3:14])[CH:10]([NH:15]C(=O)OC)[CH2:9]1)[C:2]1[CH:7]=[CH:6][CH:5]=[CH:4][CH:3]=1, predict the reaction product. (2) Given the reactants [CH:1]1[CH:6]=[C:5]([Cl:7])[CH:4]=[C:3]([C:8]([O:10]O)=[O:9])[CH:2]=1, predict the reaction product. The product is: [Cl:7][C:5]1[CH:4]=[C:3]([C:8]([OH:10])=[O:9])[CH:2]=[CH:1][CH:6]=1. (3) Given the reactants [OH:1][CH:2]1[CH2:7][CH2:6][N:5]([C:8]2[N:9]=[CH:10][C:11]([C:14]3[CH:15]=[N:16][CH:17]=[C:18]([CH:24]=3)[C:19]([O:21][CH2:22][CH3:23])=[O:20])=[N:12][CH:13]=2)[CH2:4][CH2:3]1.[Br:25][C:26]1[CH:31]=[CH:30][C:29]([F:32])=[CH:28][C:27]=1O, predict the reaction product. The product is: [Br:25][C:26]1[CH:31]=[CH:30][C:29]([F:32])=[CH:28][C:27]=1[O:1][CH:2]1[CH2:7][CH2:6][N:5]([C:8]2[N:9]=[CH:10][C:11]([C:14]3[CH:15]=[N:16][CH:17]=[C:18]([CH:24]=3)[C:19]([O:21][CH2:22][CH3:23])=[O:20])=[N:12][CH:13]=2)[CH2:4][CH2:3]1. (4) Given the reactants [CH3:1][O:2][C:3]1[CH:4]=[C:5]([CH:19]=[CH:20][CH:21]=1)[O:6][C:7]1[CH:8]=[CH:9][C:10]2[N:14]=[C:13]([CH2:15][OH:16])[N:12]([CH3:17])[C:11]=2[CH:18]=1.O[C:23]1[CH:24]=[C:25]([CH:30]=[CH:31][CH:32]=1)[C:26]([O:28][CH3:29])=[O:27].C(P(CCCC)CCCC)CCC.N(C(N1CCCCC1)=O)=NC(N1CCCCC1)=O, predict the reaction product. The product is: [CH3:1][O:2][C:3]1[CH:4]=[C:5]([CH:19]=[CH:20][CH:21]=1)[O:6][C:7]1[CH:8]=[CH:9][C:10]2[N:14]=[C:13]([CH2:15][O:16][C:23]3[CH:24]=[C:25]([CH:30]=[CH:31][CH:32]=3)[C:26]([O:28][CH3:29])=[O:27])[N:12]([CH3:17])[C:11]=2[CH:18]=1. (5) Given the reactants [CH3:1][C:2]1[CH:7]=[C:6]([C:8]([OH:10])=O)[CH:5]=[CH:4][C:3]=1[C:11]1[CH:16]=[CH:15][CH:14]=[CH:13][C:12]=1[CH3:17].[NH2:18][C:19](=[N:31]O)[C:20]1[CH:29]=[CH:28][C:23]([C:24]([O:26][CH3:27])=[O:25])=[CH:22][C:21]=1[F:30], predict the reaction product. The product is: [CH3:1][C:2]1[CH:7]=[C:6]([C:8]2[O:10][N:31]=[C:19]([C:20]3[CH:29]=[CH:28][C:23]([C:24]([O:26][CH3:27])=[O:25])=[CH:22][C:21]=3[F:30])[N:18]=2)[CH:5]=[CH:4][C:3]=1[C:11]1[CH:16]=[CH:15][CH:14]=[CH:13][C:12]=1[CH3:17]. (6) The product is: [CH2:13]([C:12]([C:17]1[CH:18]=[CH:19][C:20]2[O:24][C:23]([C:25]([NH:27][CH2:28][C:29]([OH:31])=[O:30])=[O:26])=[CH:22][C:21]=2[CH:32]=1)([C:9]1[CH:10]=[CH:11][C:6]([O:5][CH2:4][CH:3]([OH:34])[C:2]([CH3:35])([CH3:36])[CH3:1])=[C:7]([CH3:33])[CH:8]=1)[CH2:15][CH3:16])[CH3:14]. Given the reactants [CH3:1][C:2]([CH3:36])([CH3:35])[C:3](=[O:34])[CH2:4][O:5][C:6]1[CH:11]=[CH:10][C:9]([C:12]([C:17]2[CH:18]=[CH:19][C:20]3[O:24][C:23]([C:25]([NH:27][CH2:28][C:29]([OH:31])=[O:30])=[O:26])=[CH:22][C:21]=3[CH:32]=2)([CH2:15][CH3:16])[CH2:13][CH3:14])=[CH:8][C:7]=1[CH3:33].[BH4-].[Na+], predict the reaction product. (7) Given the reactants C(O[C:4]1[CH:9]=[CH:8][N:7]=[CH:6][C:5]=1[N+:10]([O-:12])=[O:11])C.[CH2:13]([NH2:15])[CH3:14], predict the reaction product. The product is: [CH2:13]([NH:15][C:4]1[CH:9]=[CH:8][N:7]=[CH:6][C:5]=1[N+:10]([O-:12])=[O:11])[CH3:14]. (8) Given the reactants [Si:1]([O:8][CH2:9][C:10]1[N:15]=[CH:14][C:13]2[N:16]=[CH:17][N:18]([C:19]3[S:23][C:22]([C:24]([O:26][CH3:27])=[O:25])=[C:21]([OH:28])[CH:20]=3)[C:12]=2[CH:11]=1)([C:4]([CH3:7])([CH3:6])[CH3:5])([CH3:3])[CH3:2].[F:29][C:30]1[CH:35]=[CH:34][CH:33]=[CH:32][C:31]=1[CH:36](O)[CH3:37].C1(P(C2C=CC=CC=2)C2C=CC=CC=2)C=CC=CC=1.N(C(OC(C)(C)C)=O)=NC(OC(C)(C)C)=O, predict the reaction product. The product is: [Si:1]([O:8][CH2:9][C:10]1[N:15]=[CH:14][C:13]2[N:16]=[CH:17][N:18]([C:19]3[S:23][C:22]([C:24]([O:26][CH3:27])=[O:25])=[C:21]([O:28][CH:36]([C:31]4[CH:32]=[CH:33][CH:34]=[CH:35][C:30]=4[F:29])[CH3:37])[CH:20]=3)[C:12]=2[CH:11]=1)([C:4]([CH3:5])([CH3:6])[CH3:7])([CH3:2])[CH3:3]. (9) Given the reactants [OH:1][C:2]([CH:5]1[CH2:10][N:9](C(OC(C)(C)C)=O)[CH2:8][CH2:7][N:6]1C(OC(C)(C)C)=O)([CH3:4])[CH3:3].[ClH:25], predict the reaction product. The product is: [ClH:25].[ClH:25].[NH:6]1[CH2:7][CH2:8][NH:9][CH2:10][CH:5]1[C:2]([OH:1])([CH3:4])[CH3:3]. (10) Given the reactants [CH2:1]([N:5]1[C:14]2[CH2:13][CH2:12][N:11]([CH2:15][C:16]3[CH:21]=[CH:20][C:19]([F:22])=[CH:18][CH:17]=3)[C:10](=[O:23])[C:9]=2[C:8](=[O:24])[C:7]([OH:25])=[C:6]1[CH:26]([CH:28]=[CH2:29])[CH3:27])[CH2:2][CH:3]=[CH2:4].C(=O)([O-])[O-].[Cs+].[Cs+].[CH2:36](Br)[C:37]1[CH:42]=[CH:41][CH:40]=[CH:39][CH:38]=1, predict the reaction product. The product is: [CH2:36]([O:25][C:7]1[C:8](=[O:24])[C:9]2[C:10](=[O:23])[N:11]([CH2:15][C:16]3[CH:21]=[CH:20][C:19]([F:22])=[CH:18][CH:17]=3)[CH2:12][CH2:13][C:14]=2[N:5]([CH2:1][CH2:2][CH:3]=[CH2:4])[C:6]=1[CH:26]([CH:28]=[CH2:29])[CH3:27])[C:37]1[CH:42]=[CH:41][CH:40]=[CH:39][CH:38]=1.